Dataset: CYP1A2 inhibition data for predicting drug metabolism from PubChem BioAssay. Task: Regression/Classification. Given a drug SMILES string, predict its absorption, distribution, metabolism, or excretion properties. Task type varies by dataset: regression for continuous measurements (e.g., permeability, clearance, half-life) or binary classification for categorical outcomes (e.g., BBB penetration, CYP inhibition). Dataset: cyp1a2_veith. The drug is CC1(C)OCC([C@H](O)C2=CCCCC2=O)CO1. The result is 0 (non-inhibitor).